Dataset: Full USPTO retrosynthesis dataset with 1.9M reactions from patents (1976-2016). Task: Predict the reactants needed to synthesize the given product. (1) Given the product [CH3:1][C:2]1[N:6]([CH2:7][CH:8]2[C:21](=[O:22])[C:12]3[C:13]4[C:18]([N:19]([CH3:20])[C:11]=3[CH2:10][CH2:9]2)=[CH:17][CH:16]=[CH:15][CH:14]=4)[CH:5]=[CH:4][N:3]=1.[OH2:25].[OH2:22].[ClH:26], predict the reactants needed to synthesize it. The reactants are: [CH3:1][C:2]1[N:6]([CH2:7][CH:8]2[C:21](=[O:22])[C:12]3[C:13]4[CH:14]=[CH:15][CH:16]=[CH:17][C:18]=4[N:19]([CH3:20])[C:11]=3[CH2:10][CH2:9]2)[CH:5]=[CH:4][N:3]=1.C([OH:25])C.[ClH:26]. (2) The reactants are: [I:1][C:2]1[C:3]([C:11]2[CH:16]=[CH:15][CH:14]=[CH:13][CH:12]=2)=[N:4][CH:5]=[C:6]([O:9][CH3:10])[C:7]=1[NH2:8].[C:17]([N:25]=[C:26]=[S:27])(=[O:24])[C:18]1[CH:23]=[CH:22][CH:21]=[CH:20][CH:19]=1. Given the product [C:17]([NH:25][C:26]([NH:8][C:7]1[C:6]([O:9][CH3:10])=[CH:5][N:4]=[C:3]([C:11]2[CH:12]=[CH:13][CH:14]=[CH:15][CH:16]=2)[C:2]=1[I:1])=[S:27])(=[O:24])[C:18]1[CH:23]=[CH:22][CH:21]=[CH:20][CH:19]=1, predict the reactants needed to synthesize it.